Predict which catalyst facilitates the given reaction. From a dataset of Catalyst prediction with 721,799 reactions and 888 catalyst types from USPTO. (1) Reactant: [NH:1]1[CH:8]=[CH:7][C:5]([NH2:6])=[N:4][C:2]1=[O:3].C/C(/O[Si](C)(C)C)=N\[Si](C)(C)C.C(O[C@@H:30]1[O:52][C@H:51]([CH2:53][O:54][C:55](=O)[C:56]2[CH:61]=[CH:60][CH:59]=[CH:58][CH:57]=2)[C@@H:41]([O:42][C:43](=[O:50])[C:44]2[CH:49]=[CH:48][CH:47]=[CH:46][CH:45]=2)[C@@:31]1([CH3:63])[O:32][C:33](=[O:40])[C:34]1[CH:39]=[CH:38][CH:37]=[CH:36][CH:35]=1)(=O)C1C=CC=CC=1.[Sn](Cl)(Cl)(Cl)Cl. Product: [NH2:6][C:5]1[CH:7]=[CH:8][N:1]([CH:30]2[C:31]([O:32][C:33](=[O:40])[C:34]3[CH:35]=[CH:36][CH:37]=[CH:38][CH:39]=3)([CH3:63])[CH:41]([O:42][C:43](=[O:50])[C:44]3[CH:45]=[CH:46][CH:47]=[CH:48][CH:49]=3)[CH:51]([CH2:53][O:54][CH2:55][C:56]3[CH:57]=[CH:58][CH:59]=[CH:60][CH:61]=3)[O:52]2)[C:2](=[O:3])[N:4]=1. The catalyst class is: 10. (2) Reactant: C(OC([N:8]1[C:16]2[C:11](=[CH:12][CH:13]=[C:14]([C:17]([CH3:20])([CH3:19])[CH3:18])[CH:15]=2)[CH2:10][CH2:9]1)=O)(C)(C)C.Cl. Product: [C:17]([C:14]1[CH:15]=[C:16]2[C:11]([CH2:10][CH2:9][NH:8]2)=[CH:12][CH:13]=1)([CH3:20])([CH3:18])[CH3:19]. The catalyst class is: 2.